Dataset: Catalyst prediction with 721,799 reactions and 888 catalyst types from USPTO. Task: Predict which catalyst facilitates the given reaction. (1) Reactant: C1O[CH:5]([OH:7])[CH2:4]OC1O.[F:9][C:10]1[CH:31]=[CH:30][C:13]2[CH2:14][C:15]3[CH:29]=[CH:28][CH:27]=[CH:26][C:16]=3[C@H:17]3[CH2:21][C@H:20]([CH2:22][N:23]([CH3:25])[CH3:24])[NH:19][C@@H:18]3[C:12]=2[CH:11]=1.CC(O)=O.C([BH3-])#N.[Na+].C([O-])(O)=O.[Na+].[OH-].[Na+]. Product: [CH3:25][N:23]([CH2:22][C@@H:20]1[N:19]([CH2:4][CH2:5][OH:7])[C@@H:18]2[C:12]3[CH:11]=[C:10]([F:9])[CH:31]=[CH:30][C:13]=3[CH2:14][C:15]3[CH:29]=[CH:28][CH:27]=[CH:26][C:16]=3[C@H:17]2[CH2:21]1)[CH3:24]. The catalyst class is: 5. (2) Reactant: [CH3:1][OH:2].[H-].[Na+].[Br:5][C:6]1[S:16][C:9]2[N:10]=[C:11]([CH3:15])[N:12]=[C:13](Cl)[C:8]=2[CH:7]=1.O. Product: [Br:5][C:6]1[S:16][C:9]2[N:10]=[C:11]([CH3:15])[N:12]=[C:13]([O:2][CH3:1])[C:8]=2[CH:7]=1. The catalyst class is: 1.